From a dataset of Catalyst prediction with 721,799 reactions and 888 catalyst types from USPTO. Predict which catalyst facilitates the given reaction. (1) Reactant: [Si]([O:8][CH2:9][C:10]1[S:14][C:13]([C:15]2[N:20]=[N:19][C:18]([N:21]([CH2:29][C:30]3([C:34]4[C:39]([F:40])=[CH:38][CH:37]=[CH:36][N:35]=4)[CH2:33][CH2:32][CH2:31]3)[C:22](=[O:28])[O:23][C:24]([CH3:27])([CH3:26])[CH3:25])=[CH:17][CH:16]=2)=[N:12][CH:11]=1)(C(C)(C)C)(C)C.CCCC[N+](CCCC)(CCCC)CCCC.[F-].[Cl-].[NH4+]. Product: [F:40][C:39]1[C:34]([C:30]2([CH2:29][N:21]([C:18]3[N:19]=[N:20][C:15]([C:13]4[S:14][C:10]([CH2:9][OH:8])=[CH:11][N:12]=4)=[CH:16][CH:17]=3)[C:22](=[O:28])[O:23][C:24]([CH3:27])([CH3:26])[CH3:25])[CH2:33][CH2:32][CH2:31]2)=[N:35][CH:36]=[CH:37][CH:38]=1. The catalyst class is: 1. (2) Reactant: [OH:1][C:2]1[C:7]([NH:8][C:9]2[C:10](=O)[C:11](=[O:15])[C:12]=2[O:13]C)=[CH:6][N:5]=[CH:4][N:3]=1.[CH3:17][C:18]1[O:22][C:21]([CH:23]([NH2:29])[C:24]2([CH3:28])[CH2:27][O:26][CH2:25]2)=[CH:20][CH:19]=1. Product: [OH:1][C:2]1[C:7]([NH:8][C:9]2[C:12](=[O:13])[C:11](=[O:15])[C:10]=2[NH:29][CH:23]([C:21]2[O:22][C:18]([CH3:17])=[CH:19][CH:20]=2)[C:24]2([CH3:28])[CH2:25][O:26][CH2:27]2)=[CH:6][N:5]=[CH:4][N:3]=1. The catalyst class is: 5. (3) Reactant: N[C:2]1[S:3][C:4]([C:12]2[C:17]([F:18])=[CH:16][CH:15]=[CH:14][C:13]=2[F:19])=[C:5]([C:7]([O:9][CH2:10][CH3:11])=[O:8])[N:6]=1.[N+]([O-])(OC(C)(C)C)=O.O.CCOC(C)=O. Product: [F:18][C:17]1[CH:16]=[CH:15][CH:14]=[C:13]([F:19])[C:12]=1[C:4]1[S:3][CH:2]=[N:6][C:5]=1[C:7]([O:9][CH2:10][CH3:11])=[O:8]. The catalyst class is: 1.